Dataset: Full USPTO retrosynthesis dataset with 1.9M reactions from patents (1976-2016). Task: Predict the reactants needed to synthesize the given product. (1) Given the product [C:53]([NH:55][C@@H:56]([C:61]([NH:18][C@H:19]([C:24]([S:26][NH:27][C@H:28]([CH2:36][OH:37])[CH2:29][C:30]1[CH:31]=[CH:32][CH:33]=[CH:34][CH:35]=1)=[O:25])[C@H:20]([CH2:22][CH3:23])[CH3:21])=[O:63])[CH2:57][CH:58]([CH3:59])[CH3:60])([O:52][CH2:51][CH:49]1[C:48]2[C:43](=[CH:44][CH:45]=[CH:46][CH:47]=2)[C:42]2[C:50]1=[CH:38][CH:39]=[CH:40][CH:41]=2)=[O:54], predict the reactants needed to synthesize it. The reactants are: C([NH:18][C@H:19]([C:24]([S:26][NH:27][C@H:28]([CH2:36][OH:37])[CH2:29][C:30]1[CH:35]=[CH:34][CH:33]=[CH:32][CH:31]=1)=[O:25])[C@H:20]([CH2:22][CH3:23])[CH3:21])(OCC1C2C(=CC=CC=2)C2C1=CC=CC=2)=O.[CH:38]1[C:50]2[CH:49]([CH2:51][O:52][C:53]([NH:55][C@@H:56]([C:61]([OH:63])=O)[CH2:57][CH:58]([CH3:60])[CH3:59])=[O:54])[C:48]3[C:43](=[CH:44][CH:45]=[CH:46][CH:47]=3)[C:42]=2[CH:41]=[CH:40][CH:39]=1.C1CCC(N=C=NC2CCCCC2)CC1.C1C=CC2N(O)N=NC=2C=1. (2) Given the product [NH2:22][CH2:21][C@H:6]1[C@H:5]([CH2:3][OH:2])[C:11]2[CH:12]=[CH:13][CH:14]=[CH:15][C:10]=2[O:9][C:8]2[CH:16]=[CH:17][C:18]([Cl:20])=[CH:19][C:7]1=2, predict the reactants needed to synthesize it. The reactants are: C[O:2][C:3]([C@@H:5]1[C:11]2[CH:12]=[CH:13][CH:14]=[CH:15][C:10]=2[O:9][C:8]2[CH:16]=[CH:17][C:18]([Cl:20])=[CH:19][C:7]=2[C@H:6]1[CH2:21][N+:22]([O-])=O)=O.[H-].[Al+3].[Li+].[H-].[H-].[H-].C1COCC1.C1(C)C=CC=CC=1. (3) Given the product [CH3:28][O:27][C:20]1[CH:21]=[C:22]([O:25][CH3:26])[CH:23]=[CH:24][C:19]=1[CH2:18][N:17]([CH2:16][C:15]1[CH:29]=[CH:30][C:31]([O:33][CH3:34])=[CH:32][C:14]=1[O:13][CH3:12])[S:8]([C:5]1[CH:6]=[CH:7][C:2]([F:1])=[CH:3][CH:4]=1)(=[O:10])=[O:9], predict the reactants needed to synthesize it. The reactants are: [F:1][C:2]1[CH:7]=[CH:6][C:5]([S:8](Cl)(=[O:10])=[O:9])=[CH:4][CH:3]=1.[CH3:12][O:13][C:14]1[CH:32]=[C:31]([O:33][CH3:34])[CH:30]=[CH:29][C:15]=1[CH2:16][NH:17][CH2:18][C:19]1[CH:24]=[CH:23][C:22]([O:25][CH3:26])=[CH:21][C:20]=1[O:27][CH3:28].C(N(CC)CC)C. (4) Given the product [C:1]([C:5]1[N:10]=[C:9]([NH:11][C:12]2[CH:17]=[C:16]([NH:29][CH2:30][C:31]3([NH:34][C:35](=[O:41])[O:36][C:37]([CH3:39])([CH3:38])[CH3:40])[CH2:32][CH2:33]3)[N:15]=[N:14][C:13]=2[C:19](=[O:20])[NH2:21])[CH:8]=[CH:7][CH:6]=1)([CH3:4])([CH3:3])[CH3:2], predict the reactants needed to synthesize it. The reactants are: [C:1]([C:5]1[N:10]=[C:9]([NH:11][C:12]2[CH:17]=[C:16](Cl)[N:15]=[N:14][C:13]=2[C:19]([NH2:21])=[O:20])[CH:8]=[CH:7][CH:6]=1)([CH3:4])([CH3:3])[CH3:2].CN1C(=O)CCC1.[NH2:29][CH2:30][C:31]1([NH:34][C:35](=[O:41])[O:36][C:37]([CH3:40])([CH3:39])[CH3:38])[CH2:33][CH2:32]1. (5) Given the product [N:1]1([C:6]2[CH:18]=[CH:17][C:9]([O:10][C@@H:11]3[CH2:16][CH2:15][CH2:14][N:13]([CH2:20][C:21]4[CH:29]=[CH:28][C:24]5[O:25][CH2:26][O:27][C:23]=5[CH:22]=4)[CH2:12]3)=[CH:8][CH:7]=2)[CH:5]=[CH:4][N:3]=[CH:2]1, predict the reactants needed to synthesize it. The reactants are: [N:1]1([C:6]2[CH:18]=[CH:17][C:9]([O:10][C@@H:11]3[CH2:16][CH2:15][CH2:14][NH:13][CH2:12]3)=[CH:8][CH:7]=2)[CH:5]=[CH:4][N:3]=[CH:2]1.Cl[CH2:20][C:21]1[CH:29]=[CH:28][C:24]2[O:25][CH2:26][O:27][C:23]=2[CH:22]=1.C([O-])([O-])=O.[K+].[K+].N[C@H](C(O)=O)CC1C=C2C(C=CC=C2)=CC=1.